Dataset: Forward reaction prediction with 1.9M reactions from USPTO patents (1976-2016). Task: Predict the product of the given reaction. (1) Given the reactants C[O:2][C:3]1[CH:8]=[CH:7][C:6]([S:9]([N:12]2[C@H:25]([CH3:26])[C:24]3[C:19](=[CH:20][CH:21]=[CH:22][CH:23]=3)[C:18]3[CH:17]=[CH:16][CH:15]=[CH:14][C:13]2=3)(=[O:11])=[O:10])=[CH:5][CH:4]=1.C1CCCCC=1.B(Br)(Br)Br.ClCCl, predict the reaction product. The product is: [CH3:26][C@@H:25]1[C:24]2[C:19](=[CH:20][CH:21]=[CH:22][CH:23]=2)[C:18]2[CH:17]=[CH:16][CH:15]=[CH:14][C:13]=2[N:12]1[S:9]([C:6]1[CH:5]=[CH:4][C:3]([OH:2])=[CH:8][CH:7]=1)(=[O:11])=[O:10]. (2) Given the reactants [N+:1]([CH2:4][CH3:5])([O-:3])=[O:2].[O:6]1[CH2:11][CH2:10][CH:9]([CH:12]=[O:13])[CH2:8][CH2:7]1.C1COCC1.CC(C)([O-])C.[K+], predict the reaction product. The product is: [N+:1]([CH:4]([CH3:5])[CH:12]([CH:9]1[CH2:10][CH2:11][O:6][CH2:7][CH2:8]1)[OH:13])([O-:3])=[O:2]. (3) Given the reactants [CH3:1][O:2][C:3]1[CH:25]=[CH:24][C:6]([CH2:7][N:8]2[CH:16]=[N:15][C:14]3[C:9]2=[N:10][CH:11]=[N:12][C:13]=3[C:17]2[C:18](F)=[N:19][CH:20]=[CH:21][CH:22]=2)=[CH:5][CH:4]=1.[NH2:26][C:27]1[C:28]([CH3:46])=[CH:29][CH:30]=[C:31]2[C:36]=1[N:35]=[CH:34][N:33]=[C:32]2[NH:37][C:38]1[CH:45]=[CH:44][C:41]([C:42]#[N:43])=[CH:40][CH:39]=1.C[Si]([N-][Si](C)(C)C)(C)C.[Li+].CC(O)=O, predict the reaction product. The product is: [CH3:1][O:2][C:3]1[CH:25]=[CH:24][C:6]([CH2:7][N:8]2[CH:16]=[N:15][C:14]3[C:9]2=[N:10][CH:11]=[N:12][C:13]=3[C:17]2[C:18]([NH:26][C:27]3[C:28]([CH3:46])=[CH:29][CH:30]=[C:31]4[C:36]=3[N:35]=[CH:34][N:33]=[C:32]4[NH:37][C:38]3[CH:45]=[CH:44][C:41]([C:42]#[N:43])=[CH:40][CH:39]=3)=[N:19][CH:20]=[CH:21][CH:22]=2)=[CH:5][CH:4]=1. (4) Given the reactants [CH:1]([Si:4]([C:11]#[C:12][B-:13]([C:38]#[C:39][Si:40]([CH:47]([CH3:49])[CH3:48])([CH:44]([CH3:46])[CH3:45])[CH:41]([CH3:43])[CH3:42])([C:26]#[C:27][Si:28]([CH:35]([CH3:37])[CH3:36])([CH:32]([CH3:34])[CH3:33])[CH:29]([CH3:31])[CH3:30])[C:14]#[C:15][Si:16]([CH:23]([CH3:25])[CH3:24])([CH:20]([CH3:22])[CH3:21])[CH:17]([CH3:19])[CH3:18])([CH:8]([CH3:10])[CH3:9])[CH:5]([CH3:7])[CH3:6])([CH3:3])[CH3:2].[Li+].[Cl-].[CH3:52][NH+:53]([C:55]1[CH:60]=[CH:59][CH:58]=[CH:57][CH:56]=1)[CH3:54], predict the reaction product. The product is: [CH:44]([Si:40]([C:39]#[C:38][B-:13]([C:14]#[C:15][Si:16]([CH:17]([CH3:19])[CH3:18])([CH:20]([CH3:22])[CH3:21])[CH:23]([CH3:25])[CH3:24])([C:12]#[C:11][Si:4]([CH:1]([CH3:3])[CH3:2])([CH:5]([CH3:7])[CH3:6])[CH:8]([CH3:10])[CH3:9])[C:26]#[C:27][Si:28]([CH:35]([CH3:36])[CH3:37])([CH:32]([CH3:33])[CH3:34])[CH:29]([CH3:30])[CH3:31])([CH:41]([CH3:43])[CH3:42])[CH:47]([CH3:48])[CH3:49])([CH3:45])[CH3:46].[CH3:52][NH+:53]([C:55]1[CH:60]=[CH:59][CH:58]=[CH:57][CH:56]=1)[CH3:54]. (5) Given the reactants [Br:1][C:2]1[CH:27]=[C:26]([CH3:28])[C:5]([O:6][C:7]2[C:12]([N+:13]([O-:15])=[O:14])=[C:11]([CH3:16])[N:10]=[C:9]([NH:17][C:18]3[CH:25]=[CH:24][C:21]([C:22]#[N:23])=[CH:20][CH:19]=3)[N:8]=2)=[C:4]([CH3:29])[CH:3]=1.C(O[CH:35](N(C)C)[N:36]([CH3:38])[CH3:37])(C)(C)C, predict the reaction product. The product is: [Br:1][C:2]1[CH:27]=[C:26]([CH3:28])[C:5]([O:6][C:7]2[C:12]([N+:13]([O-:15])=[O:14])=[C:11](/[CH:16]=[CH:35]/[N:36]([CH3:38])[CH3:37])[N:10]=[C:9]([NH:17][C:18]3[CH:25]=[CH:24][C:21]([C:22]#[N:23])=[CH:20][CH:19]=3)[N:8]=2)=[C:4]([CH3:29])[CH:3]=1. (6) Given the reactants [SH:1][C:2]1[N:7]=[CH:6][CH:5]=[CH:4][N:3]=1.C(O[K])C.Cl[CH2:13][CH:14]=[CH2:15], predict the reaction product. The product is: [CH2:15]([S:1][C:2]1[N:7]=[CH:6][CH:5]=[CH:4][N:3]=1)[CH:14]=[CH2:13]. (7) Given the reactants C1N(P(Cl)(N2C(=O)OCC2)=O)C(=O)OC1.[CH3:16][O:17][C:18]1[CH:19]=[C:20](/[CH:30]=[CH:31]/[C:32]([OH:34])=O)[CH:21]=[CH:22][C:23]=1[N:24]1[CH:28]=[C:27]([CH3:29])[N:26]=[CH:25]1.[NH2:35][N:36]1[CH2:41][CH2:40][CH2:39][CH:38]([C:42]2[CH:47]=[CH:46][C:45]([Br:48])=[CH:44][CH:43]=2)[C:37]1=[O:49].O, predict the reaction product. The product is: [Br:48][C:45]1[CH:44]=[CH:43][C:42]([CH:38]2[CH2:39][CH2:40][CH2:41][N:36]([NH:35][C:32](=[O:34])/[CH:31]=[CH:30]/[C:20]3[CH:21]=[CH:22][C:23]([N:24]4[CH:28]=[C:27]([CH3:29])[N:26]=[CH:25]4)=[C:18]([O:17][CH3:16])[CH:19]=3)[C:37]2=[O:49])=[CH:47][CH:46]=1. (8) Given the reactants [CH2:1]([C@@H:5]1[CH2:10][C@H:9]([NH:11][C:12]([CH3:15])([CH3:14])[CH3:13])[CH2:8][CH2:7][C@@H:6]1[NH:16][C:17](=[O:30])[CH2:18][NH:19]C(=O)OCC1C=CC=CC=1)[CH2:2][CH2:3][CH3:4], predict the reaction product. The product is: [NH2:19][CH2:18][C:17]([NH:16][C@H:6]1[CH2:7][CH2:8][C@@H:9]([NH:11][C:12]([CH3:13])([CH3:14])[CH3:15])[CH2:10][C@H:5]1[CH2:1][CH2:2][CH2:3][CH3:4])=[O:30].